Predict the product of the given reaction. From a dataset of Forward reaction prediction with 1.9M reactions from USPTO patents (1976-2016). (1) The product is: [F:1][C:2]1[CH:7]=[CH:6][C:5]([NH:8]/[N:9]=[CH:12]/[C:11]([OH:15])=[O:14])=[CH:4][CH:3]=1. Given the reactants [F:1][C:2]1[CH:7]=[CH:6][C:5]([NH:8][NH2:9])=[CH:4][CH:3]=1.Cl.[C:11]([OH:15])(=[O:14])[CH:12]=O, predict the reaction product. (2) Given the reactants Cl[C:2]1[CH:7]=[C:6]([NH:8][C:9]2[CH:16]=[CH:15][CH:14]=[CH:13][C:10]=2[C:11]#[N:12])[C:5]([Cl:17])=[CH:4][N:3]=1.[CH2:18]([N:20]1[C:24]([NH2:25])=[CH:23][C:22]([CH3:26])=[N:21]1)[CH3:19].C1C=CC(P(C2C(C3C(P(C4C=CC=CC=4)C4C=CC=CC=4)=CC=C4C=3C=CC=C4)=C3C(C=CC=C3)=CC=2)C2C=CC=CC=2)=CC=1.C(=O)([O-])[O-].[Cs+].[Cs+], predict the reaction product. The product is: [Cl:17][C:5]1[C:6]([NH:8][C:9]2[CH:16]=[CH:15][CH:14]=[CH:13][C:10]=2[C:11]#[N:12])=[CH:7][C:2]([NH:25][C:24]2[N:20]([CH2:18][CH3:19])[N:21]=[C:22]([CH3:26])[CH:23]=2)=[N:3][CH:4]=1. (3) Given the reactants [NH2:1][CH2:2][C:3]1[CH:4]=[C:5]([CH:15]=[CH:16][CH:17]=1)[CH2:6][NH:7][C:8](=[O:14])[O:9][C:10]([CH3:13])([CH3:12])[CH3:11].CO.[F:20][C:21]([F:31])([F:30])[C:22]1[CH:29]=[CH:28][C:25]([CH:26]=O)=[CH:24][CH:23]=1.C(O[BH-](OC(=O)C)OC(=O)C)(=O)C.[Na+].Cl, predict the reaction product. The product is: [F:20][C:21]([F:30])([F:31])[C:22]1[CH:29]=[CH:28][C:25]([CH2:26][NH:1][CH2:2][C:3]2[CH:4]=[C:5]([CH:15]=[CH:16][CH:17]=2)[CH2:6][NH:7][C:8](=[O:14])[O:9][C:10]([CH3:12])([CH3:13])[CH3:11])=[CH:24][CH:23]=1. (4) The product is: [Cl:15][C:7]1[CH:6]=[CH:5][C:4]2[N:3]=[C:2]([N:18]3[CH2:17][CH2:26][N:27]([CH3:28])[CH2:20][CH2:19]3)[C:11]3[N:12]=[CH:13][NH:14][C:10]=3[C:9]=2[CH:8]=1. Given the reactants Cl[C:2]1[C:11]2[N:12]=[CH:13][NH:14][C:10]=2[C:9]2[CH:8]=[C:7]([Cl:15])[CH:6]=[CH:5][C:4]=2[N:3]=1.Cl[C:17]1[C:26]2[N:27]=[CH:28]N(C)C=2C2C=C(Cl)C=[CH:20][C:19]=2[N:18]=1.CN1CCNCC1.N1CCNCC1, predict the reaction product.